From a dataset of Reaction yield outcomes from USPTO patents with 853,638 reactions. Predict the reaction yield, written as a fraction of the theoretical maximum amount of product (1.0 means a 100% yield; for example, 0.34 means a 34% yield). (1) The reactants are [NH2:1][C:2]1[NH:3][C:4](=[O:30])[C:5]2[S:10][C:9](=[O:11])[N:8]([C@@H:12]3[O:24][C@H:23]([CH2:25][O:26][C:27](=[O:29])[CH3:28])[C@@H:18]([O:19][C:20](=[O:22])[CH3:21])[C@H:13]3[O:14][C:15](=[O:17])[CH3:16])[C:6]=2[N:7]=1.C1(P(C2C=CC=CC=2)C2C=CC=CC=2)C=CC=CC=1.O[CH2:51][C:52]1[O:53][C:54](=[O:58])[O:55][C:56]=1[CH3:57].N(C(OCC)=O)=NC(OCC)=O. The catalyst is C1COCC1. The product is [NH2:1][C:2]1[N:3]=[C:4]([O:30][CH2:51][C:52]2[O:53][C:54](=[O:58])[O:55][C:56]=2[CH3:57])[C:5]2[S:10][C:9](=[O:11])[N:8]([C@@H:12]3[O:24][C@H:23]([CH2:25][O:26][C:27](=[O:29])[CH3:28])[C@@H:18]([O:19][C:20](=[O:22])[CH3:21])[C@H:13]3[O:14][C:15](=[O:17])[CH3:16])[C:6]=2[N:7]=1. The yield is 0.710. (2) The reactants are IC.[C:3]([O:7][C:8](=[O:19])[NH:9][C:10]1[CH:15]=[C:14]([CH3:16])[C:13]([Br:17])=[C:12]([CH3:18])[CH:11]=1)([CH3:6])([CH3:5])[CH3:4].[C:20](=O)([O-])[O-].[Cs+].[Cs+].[Cl-].[NH4+]. The catalyst is CN(C=O)C. The product is [C:3]([O:7][C:8](=[O:19])[N:9]([C:10]1[CH:11]=[C:12]([CH3:18])[C:13]([Br:17])=[C:14]([CH3:16])[CH:15]=1)[CH3:20])([CH3:6])([CH3:5])[CH3:4]. The yield is 0.920. (3) The reactants are Cl[C:2]1[N:7]=[CH:6][NH:5][C:4]2=[N:8][CH:9]=[CH:10][C:3]=12.[CH3:11][C:12]1[O:16][N:15]=[C:14]([CH2:17][NH2:18])[CH:13]=1.CCN(C(C)C)C(C)C. The catalyst is C(O)CCC. The product is [CH3:11][C:12]1[O:16][N:15]=[C:14]([CH2:17][NH:18][C:2]2[C:3]3[CH:10]=[CH:9][NH:8][C:4]=3[N:5]=[CH:6][N:7]=2)[CH:13]=1. The yield is 0.720. (4) The reactants are [CH3:1][Li].[OH:3][C:4]1[C:5]([CH3:23])=[C:6]2[C:11](=[C:12]([CH3:15])[C:13]=1[CH3:14])[O:10][C:9]([CH3:22])([C:16](N(OC)C)=[O:17])[CH2:8][CH2:7]2.[NH4+].[Cl-]. The catalyst is C1COCC1. The product is [OH:3][C:4]1[C:5]([CH3:23])=[C:6]2[C:11](=[C:12]([CH3:15])[C:13]=1[CH3:14])[O:10][C:9]([C:16](=[O:17])[CH3:1])([CH3:22])[CH2:8][CH2:7]2. The yield is 0.807. (5) The reactants are Cl[C:2]1[CH:3]=[CH:4][CH:5]=[C:6]2[C:11]=1[C:10](=[O:12])[N:9]([CH2:13][CH2:14][C:15]1[CH:24]=[CH:23][C:22]3[C:17](=[CH:18][CH:19]=[CH:20][CH:21]=3)[N:16]=1)[N:8]=[CH:7]2.C([O-])([O-])=O.[Cs+].[Cs+].C1(C)C=CC=CC=1.[NH:38]1[CH2:43][CH2:42][S:41](=[O:45])(=[O:44])[CH2:40][CH2:39]1. The catalyst is C1C=CC(/C=C/C(/C=C/C2C=CC=CC=2)=O)=CC=1.C1C=CC(/C=C/C(/C=C/C2C=CC=CC=2)=O)=CC=1.C1C=CC(/C=C/C(/C=C/C2C=CC=CC=2)=O)=CC=1.[Pd].[Pd].C1C=CC(P(C2C(C3C(P(C4C=CC=CC=4)C4C=CC=CC=4)=CC=C4C=3C=CC=C4)=C3C(C=CC=C3)=CC=2)C2C=CC=CC=2)=CC=1.O. The product is [O:44]=[S:41]1(=[O:45])[CH2:42][CH2:43][N:38]([C:2]2[CH:3]=[CH:4][CH:5]=[C:6]3[C:11]=2[C:10](=[O:12])[N:9]([CH2:13][CH2:14][C:15]2[CH:24]=[CH:23][C:22]4[C:17](=[CH:18][CH:19]=[CH:20][CH:21]=4)[N:16]=2)[N:8]=[CH:7]3)[CH2:39][CH2:40]1. The yield is 0.672. (6) The reactants are O[CH2:2][CH:3]([C:7]1[S:8][C:9]([C:12]2[C:13]3[CH:20]=[CH:19][N:18](COCC[Si](C)(C)C)[C:14]=3[N:15]=[CH:16][N:17]=2)=[CH:10][N:11]=1)[CH2:4][C:5]#[N:6].CS(Cl)(=O)=O.[C-:34]#[N:35].[Na+]. The catalyst is C(Cl)Cl.O. The product is [N:15]1[C:14]2[NH:18][CH:19]=[CH:20][C:13]=2[C:12]([C:9]2[S:8][C:7]([CH:3]([CH2:2][C:34]#[N:35])[CH2:4][C:5]#[N:6])=[N:11][CH:10]=2)=[N:17][CH:16]=1. The yield is 0.0700.